Dataset: Full USPTO retrosynthesis dataset with 1.9M reactions from patents (1976-2016). Task: Predict the reactants needed to synthesize the given product. (1) Given the product [Cl:1][C:2]1[C:7]([C:8]#[N:10])=[CH:6][N:5]=[C:4]2[S:11][CH:12]=[CH:13][C:3]=12, predict the reactants needed to synthesize it. The reactants are: [Cl:1][C:2]1[C:7]([C:8]([NH2:10])=O)=[CH:6][N:5]=[C:4]2[S:11][CH:12]=[CH:13][C:3]=12.N1C(Cl)=NC(Cl)=NC=1Cl. (2) Given the product [CH3:18][CH:9]([C:2](=[O:1])[CH2:3][C:4]([O:6][CH2:7][CH3:8])=[O:5])[C:10]([O:12][CH2:13][CH3:14])=[O:11], predict the reactants needed to synthesize it. The reactants are: [O:1]=[C:2]([CH2:9][C:10]([O:12][CH2:13][CH3:14])=[O:11])[CH2:3][C:4]([O:6][CH2:7][CH3:8])=[O:5].[H-].[Na+].I[CH3:18]. (3) Given the product [Cl:48][C:45]1[CH:44]=[CH:43][C:42]([C:37]([OH:41])([C:38]([N:25]2[CH2:26][CH2:27][N:22]([C:20]3[C:21]4[C@H:13]([CH3:12])[CH2:14][CH2:15][C:16]=4[N:17]=[CH:18][N:19]=3)[CH2:23][CH2:24]2)=[O:39])[CH2:36][N:35]([CH:49]([CH3:50])[CH3:51])[C:33](=[O:34])[O:32][C:28]([CH3:30])([CH3:29])[CH3:31])=[CH:47][CH:46]=1, predict the reactants needed to synthesize it. The reactants are: CCN(C(C)C)C(C)C.Cl.Cl.[CH3:12][C@H:13]1[C:21]2[C:20]([N:22]3[CH2:27][CH2:26][NH:25][CH2:24][CH2:23]3)=[N:19][CH:18]=[N:17][C:16]=2[CH2:15][CH2:14]1.[C:28]([O:32][C:33]([N:35]([CH:49]([CH3:51])[CH3:50])[CH2:36][C:37]([C:42]1[CH:47]=[CH:46][C:45]([Cl:48])=[CH:44][CH:43]=1)([OH:41])[C:38](O)=[O:39])=[O:34])([CH3:31])([CH3:30])[CH3:29].F[P-](F)(F)(F)(F)F.N1(OC(N(C)C)=[N+](C)C)C2C=CC=CC=2N=N1. (4) The reactants are: [CH3:1][C:2]1[CH:6]=[C:5]([NH:7][C:8]2[CH:13]=[C:12](Cl)[N:11]=[C:10]([S:15][C:16]3[CH:21]=[CH:20][C:19]([NH:22][C:23]([CH:25]4[CH2:27][CH2:26]4)=[O:24])=[CH:18][C:17]=3[F:28])[N:9]=2)[NH:4][N:3]=1.Cl.C[CH2:31][N:32](C(C)C)[CH:33](C)C.[CH2:39]([OH:43])[CH2:40][CH2:41][CH3:42]. Given the product [CH3:1][C:2]1[CH:6]=[C:5]([NH:7][C:8]2[CH:13]=[C:12]([N:32]3[CH2:33][C:39]([CH:40]4[CH2:42][CH2:41]4)([OH:43])[CH2:31]3)[N:11]=[C:10]([S:15][C:16]3[CH:21]=[CH:20][C:19]([NH:22][C:23]([CH:25]4[CH2:27][CH2:26]4)=[O:24])=[CH:18][C:17]=3[F:28])[N:9]=2)[NH:4][N:3]=1, predict the reactants needed to synthesize it. (5) Given the product [Cl:1][C:2]1[C:16]([Cl:17])=[CH:15][C:5]2[NH:6][C:7]([C:9](=[N:19][OH:20])[C:10]([F:13])([F:12])[F:11])=[N:8][C:4]=2[CH:3]=1, predict the reactants needed to synthesize it. The reactants are: [Cl:1][C:2]1[C:16]([Cl:17])=[CH:15][C:5]2[NH:6][C:7]([C:9](=O)[C:10]([F:13])([F:12])[F:11])=[N:8][C:4]=2[CH:3]=1.Cl.[NH2:19][OH:20].O. (6) Given the product [CH3:1][O:2][C:3](=[O:20])[CH2:4][C:5]1[CH:10]=[CH:9][CH:8]=[C:7]([NH:11][C:12]([C:14]2[O:15][C:16]([C:25]3[CH:26]=[CH:27][C:22]([CH3:21])=[CH:23][CH:24]=3)=[CH:17][CH:18]=2)=[O:13])[CH:6]=1, predict the reactants needed to synthesize it. The reactants are: [CH3:1][O:2][C:3](=[O:20])[CH2:4][C:5]1[CH:10]=[CH:9][CH:8]=[C:7]([NH:11][C:12]([C:14]2[O:15][C:16](Br)=[CH:17][CH:18]=2)=[O:13])[CH:6]=1.[CH3:21][C:22]1[CH:27]=[CH:26][C:25](B(O)O)=[CH:24][CH:23]=1. (7) Given the product [CH3:27][C:28]([CH3:32])([CH3:31])[CH2:29][NH:30][CH2:12][C@@H:13]1[O:18][C:17]2[CH:19]=[C:20]([S:23]([CH3:26])(=[O:24])=[O:25])[CH:21]=[CH:22][C:16]=2[O:15][CH2:14]1, predict the reactants needed to synthesize it. The reactants are: CC1C=CC(S(O[CH2:12][C@@H:13]2[O:18][C:17]3[CH:19]=[C:20]([S:23]([CH3:26])(=[O:25])=[O:24])[CH:21]=[CH:22][C:16]=3[O:15][CH2:14]2)(=O)=O)=CC=1.[CH3:27][C:28]([CH3:32])([CH3:31])[CH2:29][NH2:30]. (8) Given the product [CH3:1][O:2][C:3]1[CH:4]=[CH:5][C:6]([S:9]([C:12]2[CH:18]=[CH:17][C:15]([NH:16][C:27](=[O:28])[CH:26]=[CH:25][C:21]3[CH:20]=[N:19][CH:24]=[CH:23][CH:22]=3)=[CH:14][CH:13]=2)(=[O:10])=[O:11])=[CH:7][CH:8]=1, predict the reactants needed to synthesize it. The reactants are: [CH3:1][O:2][C:3]1[CH:8]=[CH:7][C:6]([S:9]([C:12]2[CH:18]=[CH:17][C:15]([NH2:16])=[CH:14][CH:13]=2)(=[O:11])=[O:10])=[CH:5][CH:4]=1.[N:19]1[CH:24]=[CH:23][CH:22]=[C:21]([CH:25]=[CH:26][C:27](Cl)=[O:28])[CH:20]=1.C([O-])([O-])=O.[K+].[K+].